The task is: Predict the reaction yield, written as a fraction of the theoretical maximum amount of product (1.0 means a 100% yield; for example, 0.34 means a 34% yield).. This data is from Reaction yield outcomes from USPTO patents with 853,638 reactions. (1) The reactants are [C:1]([O:9]CC)(=O)[CH2:2][C:3]([O:5][CH2:6][CH3:7])=[O:4].[H-].[Na+].[H][H].[CH3:16][N:17]1C(=O)O[C:20](=[O:21])[C:19]2=[CH:25][CH:26]=[CH:27][CH:28]=[C:18]12.Cl. The catalyst is CC(N(C)C)=O. The product is [CH2:6]([O:5][C:3]([C:2]1[C:1](=[O:9])[N:17]([CH3:16])[C:18]2[C:19]([C:20]=1[OH:21])=[CH:25][CH:26]=[CH:27][CH:28]=2)=[O:4])[CH3:7]. The yield is 0.670. (2) The reactants are [F:1][C:2]1[CH:10]=[CH:9][C:8]([CH2:11][C:12]2[C:21]3[C:16](=[CH:17][CH:18]=[CH:19][CH:20]=3)[C:15](=[O:22])[NH:14][N:13]=2)=[CH:7][C:3]=1[C:4]([OH:6])=O.[F:23][C:24]1([F:38])[CH2:27][N:26]([C:28](=[O:37])[CH2:29][O:30][CH:31]2[CH2:36][CH2:35][NH:34][CH2:33][CH2:32]2)[CH2:25]1.CCN(C(C)C)C(C)C. The catalyst is CN(C=O)C. The product is [F:38][C:24]1([F:23])[CH2:27][N:26]([C:28](=[O:37])[CH2:29][O:30][CH:31]2[CH2:36][CH2:35][N:34]([C:4]([C:3]3[CH:7]=[C:8]([CH:9]=[CH:10][C:2]=3[F:1])[CH2:11][C:12]3[C:21]4[C:16](=[CH:17][CH:18]=[CH:19][CH:20]=4)[C:15](=[O:22])[NH:14][N:13]=3)=[O:6])[CH2:33][CH2:32]2)[CH2:25]1. The yield is 0.177. (3) The reactants are [F:1][C:2]1[CH:7]=[CH:6][C:5]([F:8])=[CH:4][C:3]=1[C:9]1[N:14]=[C:13]([C:15]2[CH:20]=[CH:19][CH:18]=[C:17]([C:21]#[C:22][C@:23]3([OH:30])[CH2:27][CH2:26][N:25]([CH3:28])[C:24]3=[O:29])[CH:16]=2)[N:12]=[C:11]([C:31]([O:33]CC)=O)[CH:10]=1.[NH3:36]. No catalyst specified. The product is [F:1][C:2]1[CH:7]=[CH:6][C:5]([F:8])=[CH:4][C:3]=1[C:9]1[N:14]=[C:13]([C:15]2[CH:20]=[CH:19][CH:18]=[C:17]([C:21]#[C:22][C@:23]3([OH:30])[CH2:27][CH2:26][N:25]([CH3:28])[C:24]3=[O:29])[CH:16]=2)[N:12]=[C:11]([C:31]([NH2:36])=[O:33])[CH:10]=1. The yield is 0.230. (4) The reactants are [CH:1]([CH:3]([CH2:8][C:9]1[CH:10]=[N:11][CH:12]=[N:13][CH:14]=1)[C:4]([O:6]C)=O)=O.C([O-])([O-])=O.[K+].[K+].[Cl:21][C:22]1[CH:27]=[CH:26][C:25]([O:28][C:29]2[CH:34]=[CH:33][C:32]([CH2:35][CH2:36][N:37]([CH3:41])[C:38]([NH2:40])=[NH:39])=[CH:31][CH:30]=2)=[CH:24][C:23]=1[C:42]([F:45])([F:44])[F:43]. The product is [Cl:21][C:22]1[CH:27]=[CH:26][C:25]([O:28][C:29]2[CH:34]=[CH:33][C:32]([CH2:35][CH2:36][N:37]([CH3:41])[C:38]3[NH:40][CH:1]=[C:3]([CH2:8][C:9]4[CH:10]=[N:11][CH:12]=[N:13][CH:14]=4)[C:4](=[O:6])[N:39]=3)=[CH:31][CH:30]=2)=[CH:24][C:23]=1[C:42]([F:43])([F:44])[F:45]. The yield is 0.224. The catalyst is CN1C(=O)CCC1. (5) The reactants are [CH:1]([C:9]1[C:17]2[C:12](=[CH:13][C:14](N)=[CH:15][CH:16]=2)[N:11]([CH2:19][O:20][CH2:21][CH2:22][Si:23]([CH3:26])([CH3:25])[CH3:24])[N:10]=1)=[CH:2][C:3]1[CH:8]=[CH:7][CH:6]=[CH:5][CH:4]=1.N([O-])=O.[Na+].[I:31]I. The yield is 0.680. The catalyst is CC(O)=O.O.Cl. The product is [I:31][C:14]1[CH:13]=[C:12]2[C:17]([C:9]([CH:1]=[CH:2][C:3]3[CH:8]=[CH:7][CH:6]=[CH:5][CH:4]=3)=[N:10][N:11]2[CH2:19][O:20][CH2:21][CH2:22][Si:23]([CH3:26])([CH3:25])[CH3:24])=[CH:16][CH:15]=1. (6) No catalyst specified. The yield is 0.720. The reactants are [NH2:1][C:2]1[CH:3]=[C:4]([OH:12])[C:5](=[CH:10][CH:11]=1)[C:6]([O:8][CH3:9])=[O:7].[Cl:13][C:14]1[C:15]([F:24])=[C:16]([S:20](Cl)(=[O:22])=[O:21])[CH:17]=[CH:18][CH:19]=1. The product is [Cl:13][C:14]1[C:15]([F:24])=[C:16]([S:20]([NH:1][C:2]2[CH:11]=[CH:10][C:5]([C:6]([O:8][CH3:9])=[O:7])=[C:4]([OH:12])[CH:3]=2)(=[O:22])=[O:21])[CH:17]=[CH:18][CH:19]=1.